Dataset: Full USPTO retrosynthesis dataset with 1.9M reactions from patents (1976-2016). Task: Predict the reactants needed to synthesize the given product. (1) Given the product [CH3:1][O:2][CH2:3][CH2:4][N:5]1[C:9]([CH3:10])=[C:8]([CH3:11])[S:7]/[C:6]/1=[N:12]\[C:30]([C:23]1[C:24]2[C:29](=[CH:28][CH:27]=[CH:26][CH:25]=2)[N:20]=[CH:21][CH:22]=1)=[O:31], predict the reactants needed to synthesize it. The reactants are: [CH3:1][O:2][CH2:3][CH2:4][N:5]1[C:9]([CH3:10])=[C:8]([CH3:11])[S:7][C:6]1=[NH:12].CCN(CC)CC.[N:20]1[C:29]2[C:24](=[CH:25][CH:26]=[CH:27][CH:28]=2)[C:23]([C:30](Cl)=[O:31])=[CH:22][CH:21]=1. (2) The reactants are: [CH3:1][O:2][C:3](=[O:62])[NH:4][CH:5]([C:9]([N:11]1[CH:17]([C:18]2[NH:19][C:20]([C:23]3[CH:28]=[CH:27][C:26]([C:29]4[CH:38]=[CH:37][C:36]5[C:31](=[CH:32][CH:33]=[C:34]([C:39]6[NH:40][C:41]([CH:44]7[CH:49]8[CH2:50][CH:46]([CH2:47][CH2:48]8)[N:45]7C(=O)C(C7CC7)NC(OC)=O)=[N:42][CH:43]=6)[CH:35]=5)[CH:30]=4)=[CH:25][CH:24]=3)=[CH:21][N:22]=2)[CH2:16][C:13]2([CH2:15][CH2:14]2)[CH2:12]1)=[O:10])[CH:6]([CH3:8])[CH3:7].[CH3:63][O:64][C:65]([CH3:76])([CH3:75])[CH:66]([NH:70][C:71]([O:73][CH3:74])=[O:72])[C:67]([OH:69])=O. Given the product [CH3:74][O:73][C:71](=[O:72])[NH:70][CH:66]([C:67]([N:45]1[CH:44]([C:41]2[NH:40][C:39]([C:34]3[CH:33]=[CH:32][C:31]4[C:36](=[CH:37][CH:38]=[C:29]([C:26]5[CH:27]=[CH:28][C:23]([C:20]6[NH:19][C:18]([CH:17]7[CH2:16][C:13]8([CH2:14][CH2:15]8)[CH2:12][N:11]7[C:9](=[O:10])[CH:5]([NH:4][C:3]([O:2][CH3:1])=[O:62])[CH:6]([CH3:7])[CH3:8])=[N:22][CH:21]=6)=[CH:24][CH:25]=5)[CH:30]=4)[CH:35]=3)=[CH:43][N:42]=2)[CH:49]2[CH2:50][CH:46]1[CH2:47][CH2:48]2)=[O:69])[C:65]([O:64][CH3:63])([CH3:76])[CH3:75], predict the reactants needed to synthesize it. (3) Given the product [CH3:18][Si:17]([CH3:20])([CH3:19])[N:7]1[CH2:6][CH2:5][CH2:4][CH2:3][CH2:2][C:1]1=[O:8], predict the reactants needed to synthesize it. The reactants are: [C:1]1(=[O:8])[NH:7][CH2:6][CH2:5][CH2:4][CH2:3][CH2:2]1.CCN(CC)CC.Cl[Si:17]([CH3:20])([CH3:19])[CH3:18]. (4) Given the product [C:1]([O:5][C:6](=[O:28])[NH:7][C:8]([C:10]1[S:11][C:12]([S:26][CH3:27])=[C:13]([S:15]([C:18]2[CH:19]=[C:20]([C:31]3[CH:32]=[CH:33][CH:34]=[CH:35][C:30]=3[Cl:29])[CH:21]=[C:22]([OH:24])[CH:23]=2)(=[O:17])=[O:16])[CH:14]=1)=[NH:9])([CH3:4])([CH3:3])[CH3:2], predict the reactants needed to synthesize it. The reactants are: [C:1]([O:5][C:6](=[O:28])[NH:7][C:8]([C:10]1[S:11][C:12]([S:26][CH3:27])=[C:13]([S:15]([C:18]2[CH:23]=[C:22]([OH:24])[CH:21]=[C:20](Br)[CH:19]=2)(=[O:17])=[O:16])[CH:14]=1)=[NH:9])([CH3:4])([CH3:3])[CH3:2].[Cl:29][C:30]1[CH:35]=[CH:34][CH:33]=[CH:32][C:31]=1B(O)O.C([O-])([O-])=O.[Na+].[Na+]. (5) Given the product [CH:10]([NH:9][C:6]1[CH:7]=[CH:8][C:3]([O:2][CH3:1])=[CH:4][CH:5]=1)([CH3:12])[CH3:11], predict the reactants needed to synthesize it. The reactants are: [CH3:1][O:2][C:3]1[CH:8]=[CH:7][C:6]([NH2:9])=[CH:5][CH:4]=1.[CH:10](I)([CH3:12])[CH3:11].C(N(CC)CC)C. (6) Given the product [CH3:19][S:20]([O:11][CH:3]([CH2:2][F:1])[CH2:4][C:5]1[CH:6]=[CH:7][CH:8]=[CH:9][CH:10]=1)(=[O:22])=[O:21], predict the reactants needed to synthesize it. The reactants are: [F:1][CH2:2][CH:3]([OH:11])[CH2:4][C:5]1[CH:10]=[CH:9][CH:8]=[CH:7][CH:6]=1.C(N(CC)CC)C.[CH3:19][S:20](Cl)(=[O:22])=[O:21].O. (7) Given the product [N+:11]([C:8]1[CH:9]=[CH:10][C:2]([NH:1][S:25]([C:19]2[CH:24]=[CH:23][CH:22]=[CH:21][CH:20]=2)(=[O:27])=[O:26])=[C:3]([CH:7]=1)[C:4]([O:6][CH3:16])=[O:5])([O-:13])=[O:12], predict the reactants needed to synthesize it. The reactants are: [NH2:1][C:2]1[CH:10]=[CH:9][C:8]([N+:11]([O-:13])=[O:12])=[CH:7][C:3]=1[C:4]([OH:6])=[O:5].Cl[Si](C)(C)[CH3:16].[C:19]1([S:25](Cl)(=[O:27])=[O:26])[CH:24]=[CH:23][CH:22]=[CH:21][CH:20]=1.Cl. (8) Given the product [N:41]1[CH:5]=[CH:4][C:3]([C:6]2[CH:7]=[C:8]3[C:14]([C:15]4[CH:16]=[C:17]([CH:38]=[CH:39][CH:40]=4)[CH2:18][NH:19][C:20]([C:22]4[C:23](=[O:37])[N:24]([CH2:28][C:29]5[CH:34]=[CH:33][C:32]([F:35])=[C:31]([F:36])[CH:30]=5)[CH:25]=[CH:26][CH:27]=4)=[O:21])=[CH:13][NH:12][C:9]3=[N:10][CH:11]=2)=[CH:2][CH:42]=1, predict the reactants needed to synthesize it. The reactants are: S1[CH:5]=[CH:4][C:3]([C:6]2[CH:7]=[C:8]3[C:14]([C:15]4[CH:16]=[C:17]([CH:38]=[CH:39][CH:40]=4)[CH2:18][NH:19][C:20]([C:22]4[C:23](=[O:37])[N:24]([CH2:28][C:29]5[CH:34]=[CH:33][C:32]([F:35])=[C:31]([F:36])[CH:30]=5)[CH:25]=[CH:26][CH:27]=4)=[O:21])=[CH:13][NH:12][C:9]3=[N:10][CH:11]=2)=[CH:2]1.[N:41]1C=CC(B(O)O)=C[CH:42]=1.B(O)O. (9) Given the product [C:5]([OH:7])(=[O:6])[CH:4]=[CH2:2].[C:1]([OH:9])(=[O:8])[C:2]([CH2:4][C:5]([OH:7])=[O:6])=[CH2:3], predict the reactants needed to synthesize it. The reactants are: [C:1]([OH:9])(=[O:8])[C:2]([CH2:4][C:5]([OH:7])=[O:6])=[CH2:3].C(O)(=O)C=C.[O-]S(OOS([O-])(=O)=O)(=O)=O.[Na+].[Na+]. (10) Given the product [CH2:19]([N:11]1[C:12]2([CH2:15][CH2:16][CH2:17][CH2:18]2)[CH2:13][S:14][C:10]1=[N:9][C:6]1[CH:5]=[CH:4][C:3]([C:1]#[N:2])=[CH:8][CH:7]=1)[CH:20]([CH3:22])[CH3:21], predict the reactants needed to synthesize it. The reactants are: [C:1]([C:3]1[CH:8]=[CH:7][C:6]([N:9]=[C:10]2[S:14][CH2:13][C:12]3([CH2:18][CH2:17][CH2:16][CH2:15]3)[NH:11]2)=[CH:5][CH:4]=1)#[N:2].[CH2:19](Br)[CH:20]([CH3:22])[CH3:21].